Dataset: Peptide-MHC class II binding affinity with 134,281 pairs from IEDB. Task: Regression. Given a peptide amino acid sequence and an MHC pseudo amino acid sequence, predict their binding affinity value. This is MHC class II binding data. (1) The peptide sequence is REALAQTHSAIAVII. The MHC is DRB1_1001 with pseudo-sequence DRB1_1001. The binding affinity (normalized) is 0.620. (2) The peptide sequence is RKVCYNAVLTHVKIN. The MHC is H-2-IAd with pseudo-sequence H-2-IAd. The binding affinity (normalized) is 0.265. (3) The peptide sequence is AEQFKQKALGLLQTASRQAE. The MHC is DRB1_0401 with pseudo-sequence DRB1_0401. The binding affinity (normalized) is 0. (4) The peptide sequence is NSFKPFAEYKSDYVY. The MHC is HLA-DPA10103-DPB10201 with pseudo-sequence HLA-DPA10103-DPB10201. The binding affinity (normalized) is 0.499.